The task is: Predict the reaction yield, written as a fraction of the theoretical maximum amount of product (1.0 means a 100% yield; for example, 0.34 means a 34% yield).. This data is from Reaction yield outcomes from USPTO patents with 853,638 reactions. The reactants are [F:1][C:2]1[CH:15]=[C:14]([C:16]([F:19])([F:18])[F:17])[CH:13]=[CH:12][C:3]=1/[CH:4]=[N:5]/[S@@:6]([C:8]([CH3:11])([CH3:10])[CH3:9])=[O:7].[CH3:20][Mg]Br.CCOC(C)=O.CCCCCCC. The catalyst is C(Cl)Cl.CCOCC. The product is [F:1][C:2]1[CH:15]=[C:14]([C:16]([F:19])([F:17])[F:18])[CH:13]=[CH:12][C:3]=1[C@@H:4]([NH:5][S@@:6]([C:8]([CH3:11])([CH3:9])[CH3:10])=[O:7])[CH3:20]. The yield is 0.610.